From a dataset of Forward reaction prediction with 1.9M reactions from USPTO patents (1976-2016). Predict the product of the given reaction. (1) Given the reactants [Br:1][C:2]1[CH:3]=[CH:4][C:5]2[O:10][CH2:9][C:8](=O)[NH:7][C:6]=2[C:12]=1[CH3:13], predict the reaction product. The product is: [Br:1][C:2]1[CH:3]=[CH:4][C:5]2[O:10][CH2:9][CH2:8][NH:7][C:6]=2[C:12]=1[CH3:13]. (2) Given the reactants [Cl:1][CH2:2][C:3]1[O:7][N:6]=[C:5]([C@@:8]([CH:16]2[CH2:21][CH2:20][CH2:19][CH2:18][CH2:17]2)([C:10]2[CH:15]=[CH:14][CH:13]=[CH:12][CH:11]=2)[OH:9])[CH:4]=1.[F:22][C:23]1[CH:24]=[C:25]([CH:35]=[CH:36][CH:37]=1)[O:26][C@@H:27]1[CH:32]2[CH2:33][CH2:34][N:29]([CH2:30][CH2:31]2)[CH2:28]1, predict the reaction product. The product is: [Cl-:1].[CH:16]1([C@@:8]([OH:9])([C:10]2[CH:15]=[CH:14][CH:13]=[CH:12][CH:11]=2)[C:5]2[CH:4]=[C:3]([CH2:2][N+:29]34[CH2:30][CH2:31][CH:32]([CH2:33][CH2:34]3)[C@@H:27]([O:26][C:25]3[CH:35]=[CH:36][CH:37]=[C:23]([F:22])[CH:24]=3)[CH2:28]4)[O:7][N:6]=2)[CH2:21][CH2:20][CH2:19][CH2:18][CH2:17]1.